From a dataset of TAP: 5 developability metrics (CDR length, charge patches, hydrophobicity). Multi-output Regression. Predict 5 antibody developability metrics. (1) The antibody is ["['EVQLVESGGGLVQPGGSLRLSCAASGFTFSDYGIAWVRQAPGKGLEWVAFISDLAYTIYYADTVTGRFTISRDNSKNTLYLQMNSLRAEDTAVYYCARDNWDAMDYWGQGTLVTVSS'\\n 'DIQMTQSPSSLSASVGDRVTITCRSSQSLVHNNANTYLHWYQQKPGKAPKLLIYKVSNRFSGVPSRFSGSGSGTDFTLTISSLQPEDFATYYCSQNTLVPWTFGQGTKVEIK']"]. Developability metrics: CDR_Length=49.0, PSH=126, PPC=0.0367, PNC=0.280, SFvCSP=-20.4. (2) The antibody is ["['QVQLVQSGAEVKKPGASVKVSCKASGYTFTNYGMNWVRQAPGQGLEWMGWINTYTGEPTYADDFKGRVTMTTDTSTSTAYMELRSLRSDDTAVYYCARIGDSSPSDYWGQGTLVTVSS'\\n 'EIVMTQSPATLSVSPGERATLSCKASQSVSNDVVWYQQKPGQAPRLLIYYASNRYTGIPARFSGSGSGTEFTLTISSLQSEDFAVYYCQQDYTSPWTFGQGTKLEIK']"]. Developability metrics: CDR_Length=45.0, PSH=106, PPC=0, PNC=0.0880, SFvCSP=0. (3) The antibody is ["['EVQLVESGGGLVRPGGSLRLSCAASGFTFSNYDMHWVRQATGKGLEWVSAITAAGDIYYPGSVKGRFTISRENAKNSLYLQMNSLRAGDTAVYYCARGRYSGSGSYYNDWFDPWGQGTLVTVSS'\\n 'EIVLTQSPATLSLSPGERATLSCRASQSVSSYLAWYQQKPGQAPRLLIYDASNRATGIPARFSGSGSGTDFTLTISSLEPEDFAVYYCQQRSNWPLTFGGGTKVEIK']"]. Developability metrics: CDR_Length=51.0, PSH=113, PPC=0.0680, PNC=0, SFvCSP=10.0.